This data is from Reaction yield outcomes from USPTO patents with 853,638 reactions. The task is: Predict the reaction yield, written as a fraction of the theoretical maximum amount of product (1.0 means a 100% yield; for example, 0.34 means a 34% yield). (1) The reactants are N[C@H](C([O:8][CH2:9][CH2:10][C@@H:11]([CH2:24][O:25][C:26](=[O:32])[C@H:27]([CH:29]([CH3:31])[CH3:30])[NH2:28])[CH2:12][N:13]1[CH:21]=[N:20][C:19]2[C:18](=[O:22])[NH:17][C:16]([NH2:23])=[N:15][C:14]1=2)=O)C(C)C.[OH-].[Na+].FC(F)(F)C(O)=O. No catalyst specified. The product is [OH:8][CH2:9][CH2:10][C@@H:11]([CH2:24][O:25][C:26](=[O:32])[C@H:27]([CH:29]([CH3:30])[CH3:31])[NH2:28])[CH2:12][N:13]1[CH:21]=[N:20][C:19]2[C:18](=[O:22])[NH:17][C:16]([NH2:23])=[N:15][C:14]1=2. The yield is 0.136. (2) The reactants are CO[C:3](=[O:16])[C:4]1[CH:9]=[CH:8][CH:7]=[C:6]([C:10]([F:13])([F:12])[F:11])[C:5]=1[CH2:14]Br.[CH3:17][O:18][C:19](=[O:28])[C@@H:20]([NH2:27])[CH2:21][CH:22]1[CH2:26][CH2:25][CH2:24][CH2:23]1.C(N(CC)CC)C.C(#N)C. The catalyst is O. The product is [CH3:17][O:18][C:19](=[O:28])[C@@H:20]([N:27]1[CH2:14][C:5]2[C:4](=[CH:9][CH:8]=[CH:7][C:6]=2[C:10]([F:11])([F:12])[F:13])[C:3]1=[O:16])[CH2:21][CH:22]1[CH2:26][CH2:25][CH2:24][CH2:23]1. The yield is 0.810. (3) The reactants are C[O:2][C:3](=O)[C:4]1[CH:9]=[CH:8][C:7]([CH2:10][CH2:11][CH2:12][CH2:13][OH:14])=[CH:6][CH:5]=1.[H-].[Al+3].[Li+].[H-].[H-].[H-]. The catalyst is C1COCC1. The product is [OH:2][CH2:3][C:4]1[CH:9]=[CH:8][C:7]([CH2:10][CH2:11][CH2:12][CH2:13][OH:14])=[CH:6][CH:5]=1. The yield is 0.980. (4) The reactants are [Cl-].O[NH3+:3].[C:4](=[O:7])([O-])[OH:5].[Na+].CS(C)=O.[F:13][CH2:14][C:15]([OH:53])([CH3:52])[CH2:16][O:17][C@H:18]1[CH2:23][CH2:22][C@H:21]([N:24]2[C:29](=[O:30])[C:28]([CH2:31][C:32]3[CH:37]=[CH:36][C:35]([C:38]4[C:39]([C:44]#[N:45])=[CH:40][CH:41]=[CH:42][CH:43]=4)=[CH:34][CH:33]=3)=[C:27]([CH2:46][CH2:47][CH3:48])[N:26]3[N:49]=[CH:50][N:51]=[C:25]23)[CH2:20][CH2:19]1. The catalyst is O.C(OCC)(=O)C. The product is [F:13][CH2:14][C:15]([OH:53])([CH3:52])[CH2:16][O:17][C@H:18]1[CH2:23][CH2:22][C@H:21]([N:24]2[C:29](=[O:30])[C:28]([CH2:31][C:32]3[CH:37]=[CH:36][C:35]([C:38]4[CH:43]=[CH:42][CH:41]=[CH:40][C:39]=4[C:44]4[NH:3][C:4](=[O:7])[O:5][N:45]=4)=[CH:34][CH:33]=3)=[C:27]([CH2:46][CH2:47][CH3:48])[N:26]3[N:49]=[CH:50][N:51]=[C:25]23)[CH2:20][CH2:19]1. The yield is 0.700. (5) The reactants are C(C1C=C(NC2N=C(NC3C=CC=C(C(O)=O)C=3)C(F)=CN=2)C=CC=1)(O)=O.[CH3:28][O:29][C:30]1[CH:31]=[C:32]([NH:40][C:41]2[N:46]=[C:45]([NH:47][C:48]3[CH:53]=[CH:52][C:51]([C:54]([O:56]C)=[O:55])=[C:50]([O:58][CH3:59])[CH:49]=3)[C:44]([F:60])=[CH:43][N:42]=2)[CH:33]=[CH:34][C:35]=1[C:36]([O:38]C)=[O:37].[OH-].[Na+]. No catalyst specified. The product is [C:36]([C:35]1[CH:34]=[CH:33][C:32]([NH:40][C:41]2[N:46]=[C:45]([NH:47][C:48]3[CH:53]=[CH:52][C:51]([C:54]([OH:56])=[O:55])=[C:50]([O:58][CH3:59])[CH:49]=3)[C:44]([F:60])=[CH:43][N:42]=2)=[CH:31][C:30]=1[O:29][CH3:28])([OH:38])=[O:37]. The yield is 0.640. (6) The reactants are [NH2:1][C:2]1[CH:7]=[CH:6][C:5]([C:8]([N:10]2[CH2:14][CH2:13][C@H:12]([NH:15][C:16]3[N:21]=[C:20]([C:22]4[C:30]5[C:25](=[CH:26][CH:27]=[CH:28][CH:29]=5)[N:24](S(C5C=CC=CC=5)(=O)=O)[CH:23]=4)[C:19]([Cl:40])=[CH:18][N:17]=3)[CH2:11]2)=[O:9])=[CH:4][CH:3]=1.C(O)(C(F)(F)F)=O.[OH-].[Na+]. The catalyst is O1CCOCC1. The product is [NH2:1][C:2]1[CH:7]=[CH:6][C:5]([C:8]([N:10]2[CH2:14][CH2:13][C@H:12]([NH:15][C:16]3[N:21]=[C:20]([C:22]4[C:30]5[C:25](=[CH:26][CH:27]=[CH:28][CH:29]=5)[NH:24][CH:23]=4)[C:19]([Cl:40])=[CH:18][N:17]=3)[CH2:11]2)=[O:9])=[CH:4][CH:3]=1. The yield is 0.850. (7) The reactants are [CH3:1][N:2]1[C:10]2[C:5](=[CH:6][CH:7]=[C:8](B(O)O)[CH:9]=2)[CH:4]=[N:3]1.[F:14][C:15]1[C:16]([CH3:46])=[C:17]([C@:21]2([C:34]([O:36][CH2:37]C3C=CC(OC)=CC=3)=[O:35])[CH2:25][CH2:24][C:23](OS(C(F)(F)F)(=O)=O)=[CH:22]2)[CH:18]=[CH:19][CH:20]=1. No catalyst specified. The product is [F:14][C:15]1[C:16]([CH3:46])=[C:17]([C@:21]2([C:34]([O:36][CH3:37])=[O:35])[CH2:25][CH2:24][C:23]([C:8]3[CH:9]=[C:10]4[C:5]([CH:4]=[N:3][N:2]4[CH3:1])=[CH:6][CH:7]=3)=[CH:22]2)[CH:18]=[CH:19][CH:20]=1. The yield is 0.960. (8) The reactants are [F:1][C:2]([F:15])([F:14])[C:3](=O)[CH2:4][C:5]([C:7]1[CH:12]=[CH:11][CH:10]=[CH:9][CH:8]=1)=O.Cl.[N+:17]([C:20]1[CH:25]=[CH:24][C:23]([NH:26][NH2:27])=[CH:22][CH:21]=1)([O-:19])=[O:18]. No catalyst specified. The product is [N+:17]([C:20]1[CH:21]=[CH:22][C:23]([N:26]2[C:5]([C:7]3[CH:12]=[CH:11][CH:10]=[CH:9][CH:8]=3)=[CH:4][C:3]([C:2]([F:15])([F:14])[F:1])=[N:27]2)=[CH:24][CH:25]=1)([O-:19])=[O:18]. The yield is 0.952.